From a dataset of Catalyst prediction with 721,799 reactions and 888 catalyst types from USPTO. Predict which catalyst facilitates the given reaction. Product: [NH:16]1[CH2:15][CH:14]([C:12]([N:8]2[CH2:9][CH2:10][CH2:11][N:5]([CH:1]3[CH2:4][CH2:3][CH2:2]3)[CH2:6][CH2:7]2)=[O:13])[CH2:17]1. The catalyst class is: 50. Reactant: [CH:1]1([N:5]2[CH2:11][CH2:10][CH2:9][N:8]([C:12]([CH:14]3[CH2:17][N:16](C(OCC4C=CC=CC=4)=O)[CH2:15]3)=[O:13])[CH2:7][CH2:6]2)[CH2:4][CH2:3][CH2:2]1.